Dataset: Forward reaction prediction with 1.9M reactions from USPTO patents (1976-2016). Task: Predict the product of the given reaction. (1) Given the reactants C(O[CH:4]=[C:5]([C:8]#[N:9])[C:6]#[N:7])C.[Br:10][C:11]1[CH:16]=[CH:15][C:14]([NH:17][NH2:18])=[CH:13][N:12]=1, predict the reaction product. The product is: [NH2:9][C:8]1[N:17]([C:14]2[CH:13]=[N:12][C:11]([Br:10])=[CH:16][CH:15]=2)[N:18]=[CH:4][C:5]=1[C:6]#[N:7]. (2) The product is: [Cl:2][C:3]1[C:4]([I:19])=[C:5]2[C:9](=[CH:10][CH:11]=1)[C:8]([OH:14])([C:12](=[NH:13])[O:22][CH2:20][CH3:21])[CH2:7][CH2:6]2. Given the reactants Cl.[Cl:2][C:3]1[C:4]([I:19])=[C:5]2[C:9](=[CH:10][CH:11]=1)[C:8]([O:14][Si](C)(C)C)([C:12]#[N:13])[CH2:7][CH2:6]2.[CH2:20]([OH:22])[CH3:21], predict the reaction product. (3) Given the reactants Cl[C:2]1[CH:7]=[C:6]([C:8]([F:11])([F:10])[F:9])[CH:5]=[C:4]([C:12]#[N:13])[N:3]=1.[F-:14].[K+].[Cl-].[NH4+], predict the reaction product. The product is: [F:14][C:2]1[N:3]=[C:4]([C:12]#[N:13])[CH:5]=[C:6]([C:8]([F:11])([F:10])[F:9])[CH:7]=1. (4) Given the reactants [C:1]([C:5]1[CH:10]=[CH:9][C:8]([CH:11]2[C:17]3[CH:18]=[CH:19][CH:20]=[N:21][C:16]=3[CH2:15][CH2:14][CH2:13][NH:12]2)=[CH:7][CH:6]=1)([CH3:4])([CH3:3])[CH3:2].[F:22][C:23]1[CH:28]=[C:27]([F:29])[CH:26]=[CH:25][C:24]=1[N:30]=[C:31]=[O:32], predict the reaction product. The product is: [C:1]([C:5]1[CH:6]=[CH:7][C:8]([CH:11]2[C:17]3[CH:18]=[CH:19][CH:20]=[N:21][C:16]=3[CH2:15][CH2:14][CH2:13][N:12]2[C:31]([NH:30][C:24]2[CH:25]=[CH:26][C:27]([F:29])=[CH:28][C:23]=2[F:22])=[O:32])=[CH:9][CH:10]=1)([CH3:4])([CH3:2])[CH3:3]. (5) Given the reactants [C:1]([O:5][C:6]([N:8]1[CH2:12][C@@H:11]([OH:13])[CH2:10][C@H:9]1[C:14]([OH:16])=O)=[O:7])([CH3:4])([CH3:3])[CH3:2].CCN=C=NCCCN(C)C.C1C=CC2N(O)N=NC=2C=1.[CH3:38][O:39][C:40]1[C:44]([CH2:45][NH2:46])=[CH:43][N:42]([C:47]2[CH:52]=[CH:51][C:50]([C:53]([F:56])([F:55])[F:54])=[CH:49][CH:48]=2)[N:41]=1, predict the reaction product. The product is: [OH:13][C@@H:11]1[CH2:12][N:8]([C:6]([O:5][C:1]([CH3:2])([CH3:3])[CH3:4])=[O:7])[C@H:9]([C:14](=[O:16])[NH:46][CH2:45][C:44]2[C:40]([O:39][CH3:38])=[N:41][N:42]([C:47]3[CH:48]=[CH:49][C:50]([C:53]([F:56])([F:54])[F:55])=[CH:51][CH:52]=3)[CH:43]=2)[CH2:10]1.